Predict the reaction yield, written as a fraction of the theoretical maximum amount of product (1.0 means a 100% yield; for example, 0.34 means a 34% yield). From a dataset of Buchwald-Hartwig C-N cross coupling reaction yields with 55,370 reactions. (1) The reactants are COc1ccc(Br)cc1.Cc1ccc(N)cc1.O=S(=O)(O[Pd]1c2ccccc2-c2ccccc2N~1)C(F)(F)F.CC(C)c1cc(C(C)C)c(-c2ccccc2P(C(C)(C)C)C(C)(C)C)c(C(C)C)c1.CN1CCCN2CCCN=C12.CCOC(=O)c1cc(C)on1. No catalyst specified. The product is COc1ccc(Nc2ccc(C)cc2)cc1. The yield is 0.485. (2) The reactants are Brc1ccccn1.Cc1ccc(N)cc1.O=S(=O)(O[Pd]1c2ccccc2-c2ccccc2N~1)C(F)(F)F.CC(C)c1cc(C(C)C)c(-c2ccccc2P(C(C)(C)C)C(C)(C)C)c(C(C)C)c1.CN(C)C(=NC(C)(C)C)N(C)C.c1ccc2nocc2c1. No catalyst specified. The product is Cc1ccc(Nc2ccccn2)cc1. The yield is 0.367. (3) The reactants are COc1ccc(I)cc1.Cc1ccc(N)cc1.O=S(=O)(O[Pd]1c2ccccc2-c2ccccc2N~1)C(F)(F)F.CC(C)c1cc(C(C)C)c(-c2ccccc2P(C2CCCCC2)C2CCCCC2)c(C(C)C)c1.CN1CCCN2CCCN=C12.COC(=O)c1ccno1. No catalyst specified. The product is COc1ccc(Nc2ccc(C)cc2)cc1. The yield is 0.0394. (4) The reactants are FC(F)(F)c1ccc(I)cc1.Cc1ccc(N)cc1.O=S(=O)(O[Pd]1c2ccccc2-c2ccccc2N~1)C(F)(F)F.CC(C)c1cc(C(C)C)c(-c2ccccc2P(C(C)(C)C)C(C)(C)C)c(C(C)C)c1.CN1CCCN2CCCN=C12.c1ccc2oncc2c1. No catalyst specified. The product is Cc1ccc(Nc2ccc(C(F)(F)F)cc2)cc1. The yield is 0.495.